Dataset: Reaction yield outcomes from USPTO patents with 853,638 reactions. Task: Predict the reaction yield, written as a fraction of the theoretical maximum amount of product (1.0 means a 100% yield; for example, 0.34 means a 34% yield). (1) The reactants are FC(F)(F)C(O)=O.[CH:8]([N:11]1[C:15]([C:16]2[N:25]=[C:24]3[N:18]([CH2:19][CH2:20][O:21][C:22]4[CH:29]=[C:28]([CH:30]5[CH2:35][CH2:34][NH:33][CH2:32][CH2:31]5)[CH:27]=[CH:26][C:23]=43)[CH:17]=2)=[N:14][CH:13]=[N:12]1)([CH3:10])[CH3:9].Cl([O-])(=O)(=O)=O.[Li+].CCN(C(C)C)C(C)C.[O:51]1[C:53]([CH3:55])([CH3:54])[CH2:52]1. The catalyst is C1COCC1.C(Cl)Cl.O. The product is [CH:8]([N:11]1[C:15]([C:16]2[N:25]=[C:24]3[C:23]4[CH:26]=[CH:27][C:28]([CH:30]5[CH2:35][CH2:34][N:33]([CH2:52][C:53]([CH3:55])([OH:51])[CH3:54])[CH2:32][CH2:31]5)=[CH:29][C:22]=4[O:21][CH2:20][CH2:19][N:18]3[CH:17]=2)=[N:14][CH:13]=[N:12]1)([CH3:10])[CH3:9]. The yield is 0.340. (2) The reactants are C(O)(=O)C.[C:5]([C:7]1[CH:14]=[CH:13][C:10](C=O)=[CH:9][CH:8]=1)#[CH:6].[NH:15]1[CH2:19][CH2:18][CH2:17][CH2:16]1.[BH-](OC(C)=O)(OC(C)=O)OC(C)=O.[Na+]. The catalyst is ClCCCl. The product is [C:5]([C:7]1[CH:8]=[CH:9][C:10]([N:15]2[CH2:19][CH2:18][CH2:17][CH2:16]2)=[CH:13][CH:14]=1)#[CH:6]. The yield is 1.00.